From a dataset of Reaction yield outcomes from USPTO patents with 853,638 reactions. Predict the reaction yield, written as a fraction of the theoretical maximum amount of product (1.0 means a 100% yield; for example, 0.34 means a 34% yield). (1) The reactants are [N-:1]=[N+:2]=[N-:3].[Na+].[Cl-].[NH4+].[CH:7]1[C:16]2[C:11](=[CH:12][CH:13]=[CH:14][CH:15]=2)[CH:10]=[CH:9][C:8]=1[O:17][CH2:18][C:19]1[CH:20]=[C:21]([CH:24]=[CH:25][CH:26]=1)[C:22]#[N:23].Cl. The catalyst is CN(C)C=O. The product is [CH:7]1[C:16]2[C:11](=[CH:12][CH:13]=[CH:14][CH:15]=2)[CH:10]=[CH:9][C:8]=1[O:17][CH2:18][C:19]1[CH:20]=[C:21]([C:22]2[NH:23][N:3]=[N:2][N:1]=2)[CH:24]=[CH:25][CH:26]=1. The yield is 0.930. (2) The reactants are [F:1][C@H:2]1[C@H:6]([CH3:7])[N:5]([S:8]([C:11]2[CH:16]=[CH:15][C:14]([F:17])=[CH:13][CH:12]=2)(=[O:10])=[O:9])[C@H:4]([C:18]([NH:20][CH2:21][C:22]2[C:27]([F:28])=[CH:26][N:25]=[C:24]([CH:29]3[CH2:34][CH2:33][NH:32][CH2:31][CH2:30]3)[CH:23]=2)=[O:19])[CH2:3]1.FC(F)(F)S(O[CH2:41][C:42]([F:48])([F:47])[C:43]([F:46])([F:45])[F:44])(=O)=O.C(N(C(C)C)CC)(C)C. The yield is 0.180. The product is [F:1][C@H:2]1[C@H:6]([CH3:7])[N:5]([S:8]([C:11]2[CH:12]=[CH:13][C:14]([F:17])=[CH:15][CH:16]=2)(=[O:9])=[O:10])[C@H:4]([C:18]([NH:20][CH2:21][C:22]2[C:27]([F:28])=[CH:26][N:25]=[C:24]([CH:29]3[CH2:34][CH2:33][N:32]([CH2:41][C:42]([F:48])([F:47])[C:43]([F:46])([F:45])[F:44])[CH2:31][CH2:30]3)[CH:23]=2)=[O:19])[CH2:3]1. The catalyst is CN(C=O)C. (3) The yield is 0.430. The reactants are C(Cl)(=O)C(Cl)=O.[CH3:7][N:8]1[CH2:13][CH2:12][CH:11]([C:14]([OH:16])=O)[CH2:10][CH2:9]1.[NH2:17][C:18]1[CH:19]=[N:20][CH:21]=[C:22]([Br:24])[CH:23]=1. The catalyst is CN(C=O)C.C(Cl)Cl. The product is [Br:24][C:22]1[CH:23]=[C:18]([NH:17][C:14]([CH:11]2[CH2:10][CH2:9][N:8]([CH3:7])[CH2:13][CH2:12]2)=[O:16])[CH:19]=[N:20][CH:21]=1. (4) The reactants are [F:1][C:2]([F:22])([F:21])[CH2:3][O:4][C:5]1[C:10]([N+:11]([O-])=O)=[C:9]([O:14][CH2:15][C:16]([F:19])([F:18])[F:17])[CH:8]=[C:7]([CH3:20])[N:6]=1.S(S([O-])=O)([O-])=O.[Na+].[Na+].S(=O)(=O)(O)O.N. The catalyst is C(O)(C)C.O. The product is [NH2:11][C:10]1[C:5]([O:4][CH2:3][C:2]([F:22])([F:1])[F:21])=[N:6][C:7]([CH3:20])=[CH:8][C:9]=1[O:14][CH2:15][C:16]([F:18])([F:19])[F:17]. The yield is 0.800.